This data is from Reaction yield outcomes from USPTO patents with 853,638 reactions. The task is: Predict the reaction yield, written as a fraction of the theoretical maximum amount of product (1.0 means a 100% yield; for example, 0.34 means a 34% yield). (1) The reactants are C[O:2][C:3](=O)[C:4]1[CH:9]=[C:8]([CH3:10])[C:7]([O:11][CH3:12])=[C:6]([CH3:13])[CH:5]=1.[H-].[Al+3].[Li+].[H-].[H-].[H-]. The catalyst is O1CCCC1. The product is [CH3:12][O:11][C:7]1[C:8]([CH3:10])=[CH:9][C:4]([CH2:3][OH:2])=[CH:5][C:6]=1[CH3:13]. The yield is 0.950. (2) The reactants are [NH2:1][C:2]1[S:3][C:4]2[CH:10]=[C:9]([O:11][C:12]3[CH:17]=[CH:16][C:15]([F:18])=[CH:14][CH:13]=3)[CH:8]=[CH:7][C:5]=2[N:6]=1.Cl[C:20]([O:22][CH3:23])=[S:21].Cl.N1C=CC=C[CH:26]=1. No catalyst specified. The product is [F:18][C:15]1[CH:14]=[CH:13][C:12]([O:11][C:9]2[CH:8]=[CH:7][C:5]3[N:6]=[C:2]([NH:1][C:20](=[S:21])[O:22][CH2:23][CH3:26])[S:3][C:4]=3[CH:10]=2)=[CH:17][CH:16]=1. The yield is 0.650. (3) The yield is 0.852. The catalyst is ClCCl.O. The product is [CH3:14][O:15][N:16]([CH3:30])[C:17](=[O:29])[CH2:18][CH:19]1[CH2:1][CH:20]1[C:21]1[CH:22]=[CH:23][C:24]([O:27][CH3:28])=[CH:25][CH:26]=1. The reactants are [CH2:1]([Zn]CC)C.IC.C(COC)OC.[CH3:14][O:15][N:16]([CH3:30])[C:17](=[O:29])[CH2:18]/[CH:19]=[CH:20]/[C:21]1[CH:26]=[CH:25][C:24]([O:27][CH3:28])=[CH:23][CH:22]=1.